This data is from NCI-60 drug combinations with 297,098 pairs across 59 cell lines. The task is: Regression. Given two drug SMILES strings and cell line genomic features, predict the synergy score measuring deviation from expected non-interaction effect. (1) Drug 1: C1C(C(OC1N2C=C(C(=O)NC2=O)F)CO)O. Drug 2: CS(=O)(=O)OCCCCOS(=O)(=O)C. Cell line: TK-10. Synergy scores: CSS=16.6, Synergy_ZIP=-6.38, Synergy_Bliss=-4.56, Synergy_Loewe=-34.2, Synergy_HSA=-3.33. (2) Drug 1: CC12CCC(CC1=CCC3C2CCC4(C3CC=C4C5=CN=CC=C5)C)O. Drug 2: C1=NC2=C(N=C(N=C2N1C3C(C(C(O3)CO)O)F)Cl)N. Cell line: SN12C. Synergy scores: CSS=33.6, Synergy_ZIP=-1.89, Synergy_Bliss=-3.27, Synergy_Loewe=-13.6, Synergy_HSA=-2.93.